From a dataset of Catalyst prediction with 721,799 reactions and 888 catalyst types from USPTO. Predict which catalyst facilitates the given reaction. Reactant: [C:1]([O:5][C:6]([NH:8][C@H:9]([CH2:16][O:17][Si:18]([C:21]([CH3:24])([CH3:23])[CH3:22])([CH3:20])[CH3:19])[CH2:10][CH2:11][C:12](OC)=[O:13])=[O:7])([CH3:4])([CH3:3])[CH3:2].[Li+].[BH4-]. The catalyst class is: 36. Product: [Si:18]([O:17][CH2:16][C@@H:9]([NH:8][C:6](=[O:7])[O:5][C:1]([CH3:4])([CH3:3])[CH3:2])[CH2:10][CH2:11][CH2:12][OH:13])([C:21]([CH3:23])([CH3:24])[CH3:22])([CH3:20])[CH3:19].